From a dataset of Catalyst prediction with 721,799 reactions and 888 catalyst types from USPTO. Predict which catalyst facilitates the given reaction. (1) Reactant: [O:1]=[C:2]1[NH:11][C:10]2[CH:12]=[CH:13][C:14]([O:16][CH:17]3[CH2:22][CH2:21][N:20](C(OC(C)(C)C)=O)[CH2:19][CH2:18]3)=[CH:15][C:9]=2[C:8]2[N:7]=[CH:6][CH:5]=[CH:4][C:3]1=2.O1CCOCC1.Cl. Product: [NH:20]1[CH2:19][CH2:18][CH:17]([O:16][C:14]2[CH:13]=[CH:12][C:10]3[NH:11][C:2](=[O:1])[C:3]4[CH:4]=[CH:5][CH:6]=[N:7][C:8]=4[C:9]=3[CH:15]=2)[CH2:22][CH2:21]1. The catalyst class is: 12. (2) Reactant: Cl[C@@H:2]([B:9]([OH:11])[OH:10])[CH2:3][C:4]1[CH:8]=[CH:7][S:6][CH:5]=1.[CH3:12][Si:13]([N-:16][Si:17]([CH3:20])([CH3:19])[CH3:18])([CH3:15])[CH3:14].[Li+]. Product: [CH3:12][Si:13]([N:16]([Si:17]([CH3:20])([CH3:19])[CH3:18])[C@H:2]([B:9]([OH:11])[OH:10])[CH2:3][C:4]1[CH:8]=[CH:7][S:6][CH:5]=1)([CH3:15])[CH3:14]. The catalyst class is: 1. (3) Reactant: [CH2:1]([O:3][CH2:4][CH2:5][O:6][C:7]1[CH:12]=[C:11]([CH3:13])[C:10]([C:14]2[CH:19]=[CH:18][CH:17]=[C:16]([CH2:20][O:21][C:22]3[CH:27]=[CH:26][C:25]([CH:28]4[CH2:30][CH:29]4[C:31]([O:33]C)=[O:32])=[CH:24][CH:23]=3)[CH:15]=2)=[C:9]([CH3:35])[CH:8]=1)[CH3:2].[OH-].[Na+].O.Cl. Product: [CH2:1]([O:3][CH2:4][CH2:5][O:6][C:7]1[CH:8]=[C:9]([CH3:35])[C:10]([C:14]2[CH:19]=[CH:18][CH:17]=[C:16]([CH2:20][O:21][C:22]3[CH:27]=[CH:26][C:25]([CH:28]4[CH2:30][CH:29]4[C:31]([OH:33])=[O:32])=[CH:24][CH:23]=3)[CH:15]=2)=[C:11]([CH3:13])[CH:12]=1)[CH3:2]. The catalyst class is: 111. (4) Reactant: C(N=C=NC(C)C)(C)C.[CH3:10][O:11][C:12]1[CH:28]=[CH:27][C:15]([CH2:16][O:17][C:18]2[C:19]([C:24]([OH:26])=[O:25])=[N:20][CH:21]=[CH:22][CH:23]=2)=[CH:14][CH:13]=1.[F:29][C:30]1[C:35](O)=[C:34]([F:37])[C:33]([F:38])=[C:32]([F:39])[C:31]=1[F:40]. Product: [CH3:10][O:11][C:12]1[CH:13]=[CH:14][C:15]([CH2:16][O:17][C:18]2[C:19]([C:24]([O:26][C:35]3[C:34]([F:37])=[C:33]([F:38])[C:32]([F:39])=[C:31]([F:40])[C:30]=3[F:29])=[O:25])=[N:20][CH:21]=[CH:22][CH:23]=2)=[CH:27][CH:28]=1. The catalyst class is: 2. (5) Reactant: [Li+].[OH-].[CH2:3]([O:9][CH2:10][CH2:11][CH2:12][CH2:13][CH2:14][CH2:15][CH2:16][CH2:17][C:18]#[C:19][CH2:20][CH2:21][CH2:22][C:23]([O:25]C)=[O:24])[CH2:4][CH2:5][CH2:6][CH2:7][CH3:8].C(O)(=O)C(O)=O. Product: [CH2:3]([O:9][CH2:10][CH2:11][CH2:12][CH2:13][CH2:14][CH2:15][CH2:16][CH2:17][C:18]#[C:19][CH2:20][CH2:21][CH2:22][C:23]([OH:25])=[O:24])[CH2:4][CH2:5][CH2:6][CH2:7][CH3:8]. The catalyst class is: 20. (6) Reactant: [N+:1]([C:4]1[CH:5]=[CH:6][C:7]([N:10]2[CH2:14][C:13]([F:16])([F:15])[C:12]([F:18])([F:17])[CH2:11]2)=[N:8][CH:9]=1)([O-])=O. Product: [F:18][C:12]1([F:17])[C:13]([F:15])([F:16])[CH2:14][N:10]([C:7]2[N:8]=[CH:9][C:4]([NH2:1])=[CH:5][CH:6]=2)[CH2:11]1. The catalyst class is: 43.